This data is from Catalyst prediction with 721,799 reactions and 888 catalyst types from USPTO. The task is: Predict which catalyst facilitates the given reaction. (1) Reactant: Br[CH2:2][C:3]([C:5]1[CH:6]=[N:7][N:8]([C:11]2[CH:16]=[CH:15][CH:14]=[CH:13][CH:12]=2)[C:9]=1[CH3:10])=O.[N:17]1([CH2:23][CH2:24][CH2:25][NH:26][C:27]([NH2:29])=[S:28])[CH2:22][CH2:21][O:20][CH2:19][CH2:18]1.C(N(CC)C(C)C)(C)C.[S:39]1[CH:43]=[CH:42][CH:41]=[C:40]1[C:44](Cl)=[O:45]. Product: [CH3:10][C:9]1[N:8]([C:11]2[CH:16]=[CH:15][CH:14]=[CH:13][CH:12]=2)[N:7]=[CH:6][C:5]=1[C:3]1[N:29]=[C:27]([N:26]([CH2:25][CH2:24][CH2:23][N:17]2[CH2:18][CH2:19][O:20][CH2:21][CH2:22]2)[C:44]([C:40]2[S:39][CH:43]=[CH:42][CH:41]=2)=[O:45])[S:28][CH:2]=1. The catalyst class is: 12. (2) Reactant: [CH3:1][O:2][C:3]1[N:10]=[CH:9][C:8]([N:11]2[C:16]3[CH:17]=[C:18]([NH:21][C@H:22]4[CH2:26][CH2:25][NH:24][CH2:23]4)[CH:19]=[CH:20][C:15]=3[O:14][CH2:13][CH2:12]2)=[CH:7][C:4]=1[C:5]#[N:6].CCN(CC)CC.[O:34]1[CH2:39][CH2:38][CH:37]([C:40](Cl)=[O:41])[CH2:36][CH2:35]1. Product: [CH3:1][O:2][C:3]1[N:10]=[CH:9][C:8]([N:11]2[C:16]3[CH:17]=[C:18]([NH:21][C@H:22]4[CH2:26][CH2:25][N:24]([C:40]([CH:37]5[CH2:38][CH2:39][O:34][CH2:35][CH2:36]5)=[O:41])[CH2:23]4)[CH:19]=[CH:20][C:15]=3[O:14][CH2:13][CH2:12]2)=[CH:7][C:4]=1[C:5]#[N:6]. The catalyst class is: 2. (3) Reactant: [NH2:1][C:2]1[N:10]=[C:9](Cl)[C:8]([N+:12]([O-:14])=[O:13])=[CH:7][C:3]=1[C:4]([OH:6])=[O:5].[C-:15]#[N:16].[K+]. Product: [NH2:1][C:2]1[N:10]=[C:9]([C:15]#[N:16])[C:8]([N+:12]([O-:14])=[O:13])=[CH:7][C:3]=1[C:4]([OH:6])=[O:5]. The catalyst class is: 35. (4) Reactant: Br[C:2]1[CH:3]=[CH:4][C:5]2[N:6]([N:8]=[CH:9][N:10]=2)[CH:7]=1.[B:11](OC)([O:14]C)[O:12]C.[Li]C(C)(C)C.Cl. Product: [N:10]1[CH:9]=[N:8][N:6]2[CH:7]=[C:2]([B:11]([OH:14])[OH:12])[CH:3]=[CH:4][C:5]=12. The catalyst class is: 247. (5) Reactant: C([OH:3])C.ClCCl.[CH3:7][C:8]1[S:12][C:11]([S:13][CH2:14][C:15]2[CH2:32][S:31][C@@H:18]3[C@H:19]([NH:22][C:23]([CH2:25][N:26]4[N:30]=[N:29][N:28]=[CH:27]4)=[O:24])[C:20](=[O:21])[N:17]3[C:16]=2[C:33]([OH:35])=[O:34])=[N:10][N:9]=1.C([O-])(=[O:38])C.[Na+:40]. Product: [CH3:7][C:8]1[S:12][C:11]([S:13][CH2:14][C:15]2[CH2:32][S:31][C@@H:18]3[C@H:19]([NH:22][C:23]([CH2:25][N:26]4[N:30]=[N:29][N:28]=[CH:27]4)=[O:24])[C:20](=[O:21])[N:17]3[C:16]=2[C:33]([O-:35])=[O:34])=[N:10][N:9]=1.[OH2:3].[OH2:38].[OH2:3].[OH2:3].[OH2:3].[Na+:40]. The catalyst class is: 6. (6) Reactant: C1(C)C=CC=CC=1.[NH:8]1[CH:12]=[CH:11][N:10]=[C:9]1[C:13]1[CH:18]=[CH:17][CH:16]=[CH:15][N:14]=1.[OH-].[Na+].[CH3:21][O:22][CH2:23]Cl. Product: [CH3:21][O:22][CH2:23][N:8]1[CH:12]=[CH:11][N:10]=[C:9]1[C:13]1[CH:18]=[CH:17][CH:16]=[CH:15][N:14]=1. The catalyst class is: 568. (7) Reactant: [N+]([C:4]1[CH:11]=[CH:10][CH:9]=[CH:8][C:5]=1[CH:6]=[O:7])([O-])=O.[CH3:12][C:13]1[CH:18]=[CH:17][C:16]([SH:19])=[CH:15][CH:14]=1.C([O-])([O-])=O.[K+].[K+].O. Product: [CH3:12][C:13]1[CH:18]=[CH:17][C:16]([S:19][C:4]2[CH:11]=[CH:10][CH:9]=[CH:8][C:5]=2[CH:6]=[O:7])=[CH:15][CH:14]=1. The catalyst class is: 3.